From a dataset of Catalyst prediction with 721,799 reactions and 888 catalyst types from USPTO. Predict which catalyst facilitates the given reaction. (1) Reactant: [Cl:1][C:2]1[C:3]([O:12][C:13]2[CH:18]=[C:17]([OH:19])[CH:16]=[CH:15][C:14]=2/[CH:20]=[CH:21]/[C:22]([O:24][CH2:25][CH3:26])=[O:23])=[N:4][CH:5]=[C:6]([C:8]([F:11])([F:10])[F:9])[CH:7]=1.[CH3:27][CH:28](I)[CH3:29].C(=O)([O-])[O-].[K+].[K+].Cl. Product: [Cl:1][C:2]1[C:3]([O:12][C:13]2[CH:18]=[C:17]([O:19][CH:28]([CH3:29])[CH3:27])[CH:16]=[CH:15][C:14]=2/[CH:20]=[CH:21]/[C:22]([O:24][CH2:25][CH3:26])=[O:23])=[N:4][CH:5]=[C:6]([C:8]([F:9])([F:11])[F:10])[CH:7]=1. The catalyst class is: 9. (2) Reactant: [CH3:1][C:2]([CH3:22])([CH3:21])[O:3][C:4](=[O:20])[NH:5][CH2:6][CH2:7][CH2:8][CH2:9][NH:10][C:11](=[O:19])[NH:12][NH:13][C:14](OCC)=[O:15].C([O-])([O-])=O.[K+].[K+]. Product: [O:19]=[C:11]1[N:10]([CH2:9][CH2:8][CH2:7][CH2:6][NH:5][C:4](=[O:20])[O:3][C:2]([CH3:1])([CH3:22])[CH3:21])[C:14](=[O:15])[NH:13][NH:12]1. The catalyst class is: 14. (3) Reactant: [Cl:1][C:2]1[CH:3]=[C:4]([CH:15]=[CH:16][CH:17]=1)[CH2:5][C:6]1[CH:10]=[CH:9][S:8][C:7]=1[CH2:11][N:12]([CH3:14])[CH3:13].[Li]CCCC.CCCCCC.CN([CH:32]=[O:33])C. Product: [Cl:1][C:2]1[CH:3]=[C:4]([CH:15]=[CH:16][CH:17]=1)[CH2:5][C:6]1[CH:10]=[C:9]([CH:32]=[O:33])[S:8][C:7]=1[CH2:11][N:12]([CH3:14])[CH3:13]. The catalyst class is: 1. (4) Reactant: [C:1]1([C:7]2[O:11][C:10]([C:12]3[C:13]([NH2:20])=[N:14][CH:15]=[C:16]([CH:18]=[CH2:19])[N:17]=3)=[N:9][N:8]=2)[CH:6]=[CH:5][CH:4]=[CH:3][CH:2]=1.[N+](=[CH:23][C:24]([O:26][CH2:27][CH3:28])=[O:25])=[N-]. Product: [NH2:20][C:13]1[N:14]=[CH:15][C:16]([CH:18]2[CH2:19][CH:23]2[C:24]([O:26][CH2:27][CH3:28])=[O:25])=[N:17][C:12]=1[C:10]1[O:11][C:7]([C:1]2[CH:6]=[CH:5][CH:4]=[CH:3][CH:2]=2)=[N:8][N:9]=1. The catalyst class is: 11. (5) Reactant: [CH3:1][C:2]1[CH:11]=[CH:10][C:9]2[C:4](=[CH:5][CH:6]=[CH:7][C:8]=2[N:12]2[CH2:17][CH2:16][N:15]([CH2:18][CH2:19][C:20]3[CH:21]=[C:22]([NH:26][C:27](=[O:29])[CH3:28])[CH:23]=[CH:24][CH:25]=3)[CH2:14][CH2:13]2)[N:3]=1.[H-].[Na+].I[CH3:33]. Product: [CH3:33][N:26]([C:22]1[CH:23]=[CH:24][CH:25]=[C:20]([CH2:19][CH2:18][N:15]2[CH2:14][CH2:13][N:12]([C:8]3[CH:7]=[CH:6][CH:5]=[C:4]4[C:9]=3[CH:10]=[CH:11][C:2]([CH3:1])=[N:3]4)[CH2:17][CH2:16]2)[CH:21]=1)[C:27](=[O:29])[CH3:28]. The catalyst class is: 1. (6) Reactant: [BH4-].[Na+].[CH3:3][N:4]1[C:9](=[O:10])[C:8]2[C:11](SC3SC=CC=3)=[C:12]([CH:14]=[O:15])[S:13][C:7]=2[N:6]([CH2:22][CH:23]([CH3:25])[CH3:24])[C:5]1=[O:26]. Product: [OH:15][CH2:14][C:12]1[S:13][C:7]2[N:6]([CH2:22][CH:23]([CH3:24])[CH3:25])[C:5](=[O:26])[N:4]([CH3:3])[C:9](=[O:10])[C:8]=2[C:11]=1[CH2:14][C:12]1[S:13][CH:7]=[CH:8][CH:11]=1. The catalyst class is: 24. (7) Product: [CH3:13][O:12][C:11]1[CH:10]=[CH:9][C:8]([NH:14][C:15]([C:17]2[CH:22]=[CH:21][C:20]([C:23]3[CH:28]=[CH:27][CH:26]=[CH:25][CH:24]=3)=[CH:19][CH:18]=2)=[O:16])=[CH:7][C:6]=1[NH:5][C:3](=[O:4])[CH2:2][N:39]1[CH2:38][CH:37]2[O:44][CH:41]([CH2:42][CH2:43]2)[CH2:40]1. Reactant: Cl[CH2:2][C:3]([NH:5][C:6]1[CH:7]=[C:8]([NH:14][C:15]([C:17]2[CH:22]=[CH:21][C:20]([C:23]3[CH:28]=[CH:27][CH:26]=[CH:25][CH:24]=3)=[CH:19][CH:18]=2)=[O:16])[CH:9]=[CH:10][C:11]=1[O:12][CH3:13])=[O:4].C(N(CC)CC)C.Cl.[CH:37]12[O:44][CH:41]([CH2:42][CH2:43]1)[CH2:40][NH:39][CH2:38]2.[I-].[K+]. The catalyst class is: 3. (8) Reactant: [CH3:1][O:2][C:3]([C:5]1[C:10]([NH2:11])=[N:9][CH:8]=[C:7]([C:12]2[CH:16]=[CH:15][O:14][CH:13]=2)[N:6]=1)=[O:4]. Product: [CH3:1][O:2][C:3]([C:5]1[C:10]([NH2:11])=[N:9][CH:8]=[C:7]([CH:12]2[CH2:16][CH2:15][O:14][CH2:13]2)[N:6]=1)=[O:4]. The catalyst class is: 19.